This data is from Reaction yield outcomes from USPTO patents with 853,638 reactions. The task is: Predict the reaction yield, written as a fraction of the theoretical maximum amount of product (1.0 means a 100% yield; for example, 0.34 means a 34% yield). (1) The catalyst is C(Cl)Cl. The reactants are [CH:1]1([CH2:6][CH:7]([C:11]2[CH:16]=[CH:15][C:14]([S:17]([CH3:20])(=[O:19])=[O:18])=[C:13]([C:21]([F:24])([F:23])[F:22])[CH:12]=2)[C:8](O)=[O:9])[CH2:5][CH2:4][CH2:3][CH2:2]1.F[P-](F)(F)(F)(F)F.N1(O[P+](N(C)C)(N(C)C)N(C)C)C2C=CC=CC=2N=N1.[NH2:52][C:53]1[S:54][C:55]2[CH:61]=[CH:60][CH:59]=[CH:58][C:56]=2[N:57]=1.C(N(CC)CC)C. The yield is 0.826. The product is [S:54]1[C:55]2[CH:61]=[CH:60][CH:59]=[CH:58][C:56]=2[N:57]=[C:53]1[NH:52][C:8](=[O:9])[CH:7]([C:11]1[CH:16]=[CH:15][C:14]([S:17]([CH3:20])(=[O:19])=[O:18])=[C:13]([C:21]([F:24])([F:23])[F:22])[CH:12]=1)[CH2:6][CH:1]1[CH2:5][CH2:4][CH2:3][CH2:2]1. (2) The catalyst is O1CCOCC1. The yield is 0.930. The reactants are [CH2:1]([N:8]1[C:12]2=[C:13]([O:18]C)[N:14]=[CH:15][C:16]([Br:17])=[C:11]2[CH:10]=[C:9]1[C:20]([O:22][CH2:23][CH3:24])=[O:21])[C:2]1[CH:7]=[CH:6][CH:5]=[CH:4][CH:3]=1.Cl. The product is [CH2:1]([N:8]1[C:12]2[C:13](=[O:18])[NH:14][CH:15]=[C:16]([Br:17])[C:11]=2[CH:10]=[C:9]1[C:20]([O:22][CH2:23][CH3:24])=[O:21])[C:2]1[CH:7]=[CH:6][CH:5]=[CH:4][CH:3]=1. (3) The reactants are [CH3:1][O:2][C:3]1[CH:4]=[C:5]2[C:9](=[CH:10][CH:11]=1)[NH:8][C:7](=[O:12])[C:6]2=[O:13].[H-].[Na+].[CH2:16](Br)[C:17]1[CH:22]=[CH:21][CH:20]=[CH:19][CH:18]=1.O. The catalyst is CN(C=O)C. The product is [CH2:16]([N:8]1[C:9]2[C:5](=[CH:4][C:3]([O:2][CH3:1])=[CH:11][CH:10]=2)[C:6](=[O:13])[C:7]1=[O:12])[C:17]1[CH:22]=[CH:21][CH:20]=[CH:19][CH:18]=1. The yield is 0.960. (4) The reactants are C(OC(=O)[NH:7][C@H:8]([CH2:29][C:30]1[CH:35]=[CH:34][C:33]([Cl:36])=[CH:32][CH:31]=1)[C:9]([N:11]1[CH2:16][CH:15]=[C:14]([C:17]2[CH:18]=[C:19]([C:23]3[CH:28]=[CH:27][CH:26]=[CH:25][CH:24]=3)[CH:20]=[CH:21][CH:22]=2)[CH2:13][CH2:12]1)=[O:10])(C)(C)C.C(O)(C(F)(F)F)=O. The catalyst is C(Cl)Cl. The product is [NH2:7][C@H:8]([CH2:29][C:30]1[CH:31]=[CH:32][C:33]([Cl:36])=[CH:34][CH:35]=1)[C:9]([N:11]1[CH2:12][CH:13]=[C:14]([C:17]2[CH:18]=[C:19]([C:23]3[CH:28]=[CH:27][CH:26]=[CH:25][CH:24]=3)[CH:20]=[CH:21][CH:22]=2)[CH2:15][CH2:16]1)=[O:10]. The yield is 0.773. (5) The reactants are [OH-:1].[Na+].[CH2:3]([SH:7])[C:4](O)=O.[CH3:8][O:9][C:10]1[CH:17]=[CH:16][C:13]([CH2:14]Cl)=[CH:12][C:11]=1[N+:18]([O-:20])=[O:19].Cl. The catalyst is CO. The product is [CH3:8][O:9][C:10]1[CH:17]=[CH:16][C:13]([CH2:14][CH2:4][C:3]([OH:1])=[S:7])=[CH:12][C:11]=1[N+:18]([O-:20])=[O:19]. The yield is 0.950. (6) The reactants are [F:1][C:2]1[CH:3]=[CH:4][C:5]2[O:9][C:8]([C:10](N(OC)C)=[O:11])=[C:7]([CH3:16])[C:6]=2[CH:17]=1.[C:18]1(C)[CH:23]=[CH:22][CH:21]=[CH:20][CH:19]=1.[H-].C([Al+]CC(C)C)C(C)C.Cl.O1CCCC1.C1([Mg]Br)CCCCC1.[Cl-].[NH4+]. The catalyst is O1CCCC1. The product is [CH:18]1([CH:10]([C:8]2[O:9][C:5]3[CH:4]=[CH:3][C:2]([F:1])=[CH:17][C:6]=3[C:7]=2[CH3:16])[OH:11])[CH2:23][CH2:22][CH2:21][CH2:20][CH2:19]1. The yield is 0.270.